This data is from hERG potassium channel inhibition data for cardiac toxicity prediction from Karim et al.. The task is: Regression/Classification. Given a drug SMILES string, predict its toxicity properties. Task type varies by dataset: regression for continuous values (e.g., LD50, hERG inhibition percentage) or binary classification for toxic/non-toxic outcomes (e.g., AMES mutagenicity, cardiotoxicity, hepatotoxicity). Dataset: herg_karim. (1) The drug is COCC[C@H](Oc1ncnc2c1cnn2-c1ncccc1Cl)C(=O)Nc1ccc(C)cn1. The result is 0 (non-blocker). (2) The drug is Cc1ncccc1-c1nc2cn(-c3ccccc3)nc2c(=O)n1C[C@H]1CCCN(C[C@H]2CCCO2)C1. The result is 0 (non-blocker).